Dataset: Forward reaction prediction with 1.9M reactions from USPTO patents (1976-2016). Task: Predict the product of the given reaction. (1) The product is: [C:12]([O:11][C:5]1[CH:4]=[CH:3][C:2]([Br:1])=[CH:10][C:6]=1[C:7]([OH:9])=[O:8])(=[O:14])[CH3:13]. Given the reactants [Br:1][C:2]1[CH:10]=[C:6]([C:7]([OH:9])=[O:8])[C:5]([OH:11])=[CH:4][CH:3]=1.[C:12](OC(=O)C)(=[O:14])[CH3:13].OS(O)(=O)=O, predict the reaction product. (2) Given the reactants CN.C(=O)([O-])[O-].[Cs+].[Cs+].[Br:9][C:10]1[N:14]([CH3:15])[N:13]=[CH:12][C:11]=1[C:16]1[N:17]=[C:18]([CH3:30])[N:19]2[C:24]=1[C:23]([N:25]1[CH:29]=NC=N1)=[N:22][CH:21]=[N:20]2, predict the reaction product. The product is: [Br:9][C:10]1[N:14]([CH3:15])[N:13]=[CH:12][C:11]=1[C:16]1[N:17]=[C:18]([CH3:30])[N:19]2[C:24]=1[C:23]([NH:25][CH3:29])=[N:22][CH:21]=[N:20]2. (3) The product is: [O:21]1[C:15]2[CH:14]=[CH:13][CH:12]=[CH:29][C:16]=2[CH2:17][NH:18][CH2:19][CH2:20]1. Given the reactants N1C=CN=C1C1N=CC([C:12]2[CH:13]=[CH:14][C:15]3[O:21][CH2:20][CH2:19][N:18](C(OC(C)(C)C)=O)[CH2:17][C:16]=3[CH:29]=2)=CC=1, predict the reaction product. (4) Given the reactants [N:1]1([N:9]2[CH2:14][CH2:13][CH2:12][CH2:11][CH2:10]2)[CH2:6][CH2:5][C:4](=O)[CH2:3][C:2]1=[O:8].[Cl:15][C:16]1[CH:21]=[C:20]([Cl:22])[CH:19]=[CH:18][C:17]=1[NH:23][CH2:24][C:25]([CH3:27])=O.C1(C)C=CC(S(O)(=O)=O)=CC=1, predict the reaction product. The product is: [Cl:15][C:16]1[CH:21]=[C:20]([Cl:22])[CH:19]=[CH:18][C:17]=1[N:23]1[C:4]2[CH2:5][CH2:6][N:1]([N:9]3[CH2:14][CH2:13][CH2:12][CH2:11][CH2:10]3)[C:2](=[O:8])[C:3]=2[C:25]([CH3:27])=[CH:24]1. (5) Given the reactants [CH2:1]([O:8][C:9]1[C:18]2[C:13](=[CH:14][CH:15]=[C:16]([C:19](OCC3C=CC=CC=3)=[O:20])[CH:17]=2)[N:12]=[CH:11][CH:10]=1)[C:2]1[CH:7]=[CH:6][CH:5]=[CH:4][CH:3]=1.CC(C[AlH]CC(C)C)C, predict the reaction product. The product is: [CH2:1]([O:8][C:9]1[C:18]2[C:13](=[CH:14][CH:15]=[C:16]([CH2:19][OH:20])[CH:17]=2)[N:12]=[CH:11][CH:10]=1)[C:2]1[CH:3]=[CH:4][CH:5]=[CH:6][CH:7]=1. (6) Given the reactants Cl[C:2]1[N:3]=[C:4]([N:23]2[CH2:28][CH2:27][O:26][CH2:25][CH2:24]2)[C:5]2[N:10]=[C:9]([C:11]([N:13]3[CH2:16][CH:15]([N:17]4[CH2:22][CH2:21][O:20][CH2:19][CH2:18]4)[CH2:14]3)=[O:12])[S:8][C:6]=2[N:7]=1.[CH2:29]([C:31]1[NH:32][C:33]2[CH:39]=[CH:38][CH:37]=[CH:36][C:34]=2[N:35]=1)[CH3:30].CC(C1C=C(C(C)C)C(C2C=CC=CC=2P(C2CCCCC2)C2CCCCC2)=C(C(C)C)C=1)C.C([O-])([O-])=O.[Cs+].[Cs+], predict the reaction product. The product is: [CH2:29]([C:31]1[N:32]([C:2]2[N:3]=[C:4]([N:23]3[CH2:28][CH2:27][O:26][CH2:25][CH2:24]3)[C:5]3[N:10]=[C:9]([C:11]([N:13]4[CH2:16][CH:15]([N:17]5[CH2:22][CH2:21][O:20][CH2:19][CH2:18]5)[CH2:14]4)=[O:12])[S:8][C:6]=3[N:7]=2)[C:33]2[CH:39]=[CH:38][CH:37]=[CH:36][C:34]=2[N:35]=1)[CH3:30]. (7) The product is: [C:1]([O:5][C:6]([N:8]1[CH2:13][CH2:12][N:11]([S:43]([C:40]2[CH:41]=[CH:42][C:35]3[O:34][CH2:33][CH2:32][N:31]4[C:37](=[N:38][C:29]([C:28]5[N:24]([CH:21]([CH3:22])[CH3:23])[N:25]=[CH:26][N:27]=5)=[CH:30]4)[C:36]=3[CH:39]=2)(=[O:45])=[O:44])[CH2:10][CH2:9]1)=[O:7])([CH3:4])([CH3:2])[CH3:3]. Given the reactants [C:1]([O:5][C:6]([N:8]1[CH2:13][CH2:12][NH:11][CH2:10][CH2:9]1)=[O:7])([CH3:4])([CH3:3])[CH3:2].CCN(CC)CC.[CH:21]([N:24]1[C:28]([C:29]2[N:38]=[C:37]3[N:31]([CH2:32][CH2:33][O:34][C:35]4[CH:42]=[CH:41][C:40]([S:43](Cl)(=[O:45])=[O:44])=[CH:39][C:36]=43)[CH:30]=2)=[N:27][CH:26]=[N:25]1)([CH3:23])[CH3:22], predict the reaction product. (8) Given the reactants [F:1][C:2]1[CH:9]=[C:8]([F:10])[CH:7]=[C:6](O)[C:3]=1[CH:4]=[O:5].C(N([CH2:17][CH3:18])CC)C.F[C:20](F)(F)S(OS(C(F)(F)F)(=O)=O)(=O)=O, predict the reaction product. The product is: [F:1][C:2]1[CH:9]=[C:8]([F:10])[CH:7]=[C:6]([C:20]#[C:17][CH3:18])[C:3]=1[CH:4]=[O:5]. (9) Given the reactants C([O-])(=O)C.[NH4+:5].[CH3:6][O:7][CH2:8][C:9](=O)[CH2:10][C:11]([O:13][CH3:14])=[O:12], predict the reaction product. The product is: [NH2:5][C:9]([CH2:8][O:7][CH3:6])=[CH:10][C:11]([O:13][CH3:14])=[O:12].